From a dataset of Catalyst prediction with 721,799 reactions and 888 catalyst types from USPTO. Predict which catalyst facilitates the given reaction. (1) Reactant: [O:1]1[CH:5]=[CH:4][CH:3]=[C:2]1[C:6](Cl)=[O:7].[C:9]1([NH:15][CH2:16][C:17]2[C:26]3[C:21](=[CH:22][CH:23]=[CH:24][CH:25]=3)[NH:20][C:19](=[O:27])[CH:18]=2)[CH:14]=[CH:13][CH:12]=[CH:11][CH:10]=1.CCN(CC)CC.CCOC(C)=O. Product: [O:27]=[C:19]1[CH:18]=[C:17]([CH2:16][N:15]([C:9]2[CH:14]=[CH:13][CH:12]=[CH:11][CH:10]=2)[C:6]([C:2]2[O:1][CH:5]=[CH:4][CH:3]=2)=[O:7])[C:26]2[C:21](=[CH:22][CH:23]=[CH:24][CH:25]=2)[NH:20]1. The catalyst class is: 3. (2) Reactant: [C:1]1([C:7]2[CH:8]=[C:9]3[C:15]([CH3:17])([CH3:16])[C:14]([CH3:18])=[N:13][C:10]3=[N:11][CH:12]=2)[CH:6]=[CH:5][CH:4]=[CH:3][CH:2]=1.[CH3:19][O:20][CH2:21][CH2:22][O:23][CH2:24][Cl:25]. Product: [Cl-:25].[CH3:19][O:20][CH2:21][CH2:22][O:23][CH2:24][N:11]1[CH:12]=[C:7]([C:1]2[CH:2]=[CH:3][CH:4]=[CH:5][CH:6]=2)[CH:8]=[C:9]2[C:15]([CH3:17])([CH3:16])[CH:14]([CH3:18])[NH+:13]=[C:10]12. The catalyst class is: 13. (3) Reactant: [CH2:1]([Li])CCC.[C:6]1([CH:12]([C:15]2[CH:20]=[CH:19][CH:18]=[CH:17][CH:16]=2)[CH:13]=O)[CH:11]=[CH:10][CH:9]=[CH:8][CH:7]=1.C(OCC)C. Product: [C:6]1([CH:12]([C:15]2[CH:20]=[CH:19][CH:18]=[CH:17][CH:16]=2)[CH:13]=[CH2:1])[CH:11]=[CH:10][CH:9]=[CH:8][CH:7]=1. The catalyst class is: 307. (4) Reactant: [CH3:1][C@H:2]1[CH2:7][C@@H:6]([CH3:8])[CH2:5][N:4]([C:9]([C@@H:11]2[CH2:19][C:18]3[C:13](=[CH:14][CH:15]=[CH:16][CH:17]=3)[NH:12]2)=[O:10])[CH2:3]1.Cl[C:21]1[C:26]([N+:27]([O-:29])=[O:28])=[CH:25][CH:24]=[CH:23][N:22]=1.C(N(CC)CC)C. Product: [CH3:1][C@H:2]1[CH2:7][C@@H:6]([CH3:8])[CH2:5][N:4]([C:9]([C@@H:11]2[CH2:19][C:18]3[C:13](=[CH:14][CH:15]=[CH:16][CH:17]=3)[N:12]2[C:21]2[C:26]([N+:27]([O-:29])=[O:28])=[CH:25][CH:24]=[CH:23][N:22]=2)=[O:10])[CH2:3]1. The catalyst class is: 11. (5) Reactant: [NH2:1][C@@H:2]([C:5]([OH:7])=[O:6])[CH2:3][SH:4].Br[CH2:9][C:10]([O:12][CH2:13][C:14]1[CH:19]=[CH:18][C:17](OC)=[CH:16][CH:15]=1)=[O:11].C(=O)([O-])[O-].[Na+].[Na+]. Product: [CH2:13]([O:12][C:10]([CH2:9][S:4][CH2:3][C@@H:2]([C:5]([OH:7])=[O:6])[NH2:1])=[O:11])[C:14]1[CH:19]=[CH:18][CH:17]=[CH:16][CH:15]=1. The catalyst class is: 20. (6) Reactant: [OH:1][CH2:2][C:3]1[CH:7]=[N:6][N:5]([CH2:8][C@@H:9]2[C@H:12]([NH:13][C:14](=[O:23])[O:15][CH2:16][C:17]3[CH:22]=[CH:21][CH:20]=[CH:19][CH:18]=3)[C:11](=[O:24])[NH:10]2)[N:4]=1. Product: [CH:2]([C:3]1[CH:7]=[N:6][N:5]([CH2:8][C@@H:9]2[C@H:12]([NH:13][C:14](=[O:23])[O:15][CH2:16][C:17]3[CH:18]=[CH:19][CH:20]=[CH:21][CH:22]=3)[C:11](=[O:24])[NH:10]2)[N:4]=1)=[O:1]. The catalyst class is: 725.